This data is from Catalyst prediction with 721,799 reactions and 888 catalyst types from USPTO. The task is: Predict which catalyst facilitates the given reaction. (1) Reactant: [C:9](O[C:9]([O:11][C:12]([CH3:15])([CH3:14])[CH3:13])=[O:10])([O:11][C:12]([CH3:15])([CH3:14])[CH3:13])=[O:10].[N+:16]([C:19]1[CH:34]=[CH:33][CH:32]=[CH:31][C:20]=1[O:21][CH2:22][CH2:23][O:24][CH2:25][CH2:26][NH:27][CH2:28][CH2:29][OH:30])([O-:18])=[O:17].CNCCNC. Product: [C:12]([O:11][C:9](=[O:10])[N:27]([CH2:28][CH2:29][OH:30])[CH2:26][CH2:25][O:24][CH2:23][CH2:22][O:21][C:20]1[CH:31]=[CH:32][CH:33]=[CH:34][C:19]=1[N+:16]([O-:18])=[O:17])([CH3:13])([CH3:14])[CH3:15]. The catalyst class is: 1. (2) Reactant: C(O[BH-](OC(=O)C)OC(=O)C)(=O)C.[Na+].[C:15]([N:34]1[CH:38]=[C:37]([CH:39]=O)[N:36]=[CH:35]1)([C:28]1[CH:33]=[CH:32][CH:31]=[CH:30][CH:29]=1)([C:22]1[CH:27]=[CH:26][CH:25]=[CH:24][CH:23]=1)[C:16]1[CH:21]=[CH:20][CH:19]=[CH:18][CH:17]=1.[CH2:41]([N:48]1[CH2:53][CH2:52][CH:51]([NH2:54])[CH2:50][CH2:49]1)[C:42]1[CH:47]=[CH:46][CH:45]=[CH:44][CH:43]=1.[OH-].[Na+]. Product: [CH2:41]([N:48]1[CH2:53][CH2:52][CH:51]([NH:54][CH2:39][C:37]2[N:36]=[CH:35][N:34]([C:15]([C:28]3[CH:33]=[CH:32][CH:31]=[CH:30][CH:29]=3)([C:22]3[CH:27]=[CH:26][CH:25]=[CH:24][CH:23]=3)[C:16]3[CH:21]=[CH:20][CH:19]=[CH:18][CH:17]=3)[CH:38]=2)[CH2:50][CH2:49]1)[C:42]1[CH:43]=[CH:44][CH:45]=[CH:46][CH:47]=1. The catalyst class is: 411. (3) Reactant: Cl[C:2]1[CH:7]=[CH:6][CH:5]=[C:4]([C:8]#[N:9])[N:3]=1.[CH3:10][S-:11].[Na+]. Product: [C:8]([C:4]1[CH:5]=[CH:6][CH:7]=[C:2]([S:11][CH3:10])[N:3]=1)#[N:9]. The catalyst class is: 7.